From a dataset of Retrosynthesis with 50K atom-mapped reactions and 10 reaction types from USPTO. Predict the reactants needed to synthesize the given product. (1) Given the product Cn1cc2c(ccc3c(=O)c(-c4ccc(C5(N)CCC5)cc4)c(-c4ccccc4)oc32)n1, predict the reactants needed to synthesize it. The reactants are: Cn1cc2c(ccc3c(=O)c(-c4ccc(C5(NC(=O)OC(C)(C)C)CCC5)cc4)c(-c4ccccc4)oc32)n1. (2) Given the product COc1cc(Cn2cc(I)c3c(Cl)ncnc32)cc(OC)c1OC, predict the reactants needed to synthesize it. The reactants are: COc1cc(CO)cc(OC)c1OC.Clc1ncnc2[nH]cc(I)c12. (3) Given the product CC(C)(C)OC(=O)NCCOc1cc(Br)cc([N+](=O)[O-])c1, predict the reactants needed to synthesize it. The reactants are: CC(C)(C)OC(=O)NCCBr.O=[N+]([O-])c1cc(O)cc(Br)c1.